Task: Binary Classification. Given a miRNA mature sequence and a target amino acid sequence, predict their likelihood of interaction.. Dataset: Experimentally validated miRNA-target interactions with 360,000+ pairs, plus equal number of negative samples (1) The miRNA is hsa-miR-6809-3p with sequence CUUCUCUUCUCUCCUUCCCAG. The protein sequence of the target gene is MASSSGNDDDLTIPRAAINKMIKETLPNVRVANDARELVVNCCTEFIHLISSEANEICNKSEKKTISPEHVIQALESLGFGSYISEVKEVLQECKTVALKRRKASSRLENLGIPEEELLRQQQELFAKARQQQAELAQQEWLQMQQAAQQAQLAAASASASNQAGSSQDEEDDDDI. Result: 1 (interaction). (2) The protein sequence of the target gene is MDPNSILLSPQPQICSHLAEACTEGERSSSPPELDRDSPFPWSQVPSSSPTDPEWFGDEHIQAKRARVETIVRGMCLSPNPLVPGNAQAGVSPRCPKKARERKRKQNLPTPQGLLMPAPAWDQGNRKGGPRVREQLHLLKQQLRHLQEHILQAAKPRDTAQGPGGCGTGKGPLSAKQGNGCGPRPWVVDGDHQQGTSKDLSGAEKHQESEKPSFLPSGAPASLEILRKELTRAVSQAVDSVLQKVLLDPPGHLTQLGRSFQGQVAEGRSEPSPPVGGACKDPLALAALPRRVQLQAGVPV.... Result: 0 (no interaction). The miRNA is mmu-miR-421-5p with sequence CUCAUUAAAUGUUUGUUGAAU. (3) Result: 1 (interaction). The protein sequence of the target gene is MVIMGQCYYNETIGFFYNNSGKELSSHWRPKDVVVVALGLTVSVLVLLTNLLVIAAIASNRRFHQPIYYLLGNLAAADLFAGVAYLFLMFHTGPRTARLSLEGWFLRQGLLDTSLTASVATLLAIAVERHRSVMAVQLHSRLPRGRVVMLIVGVWVAALGLGLLPAHSWHCLCALDRCSRMAPLLSRSYLAVWALSSLLVFLLMVAVYTRIFFYVRRRVQRMAEHVSCHPRYRETTLSLVKTVVIILGAFVVCWTPGQVVLLLDGLGCESCNVLAVEKYFLLLAEANSLVNAAVYSCRDA.... The miRNA is hsa-miR-6086 with sequence GGAGGUUGGGAAGGGCAGAG. (4) The miRNA is hsa-miR-93-5p with sequence CAAAGUGCUGUUCGUGCAGGUAG. The protein sequence of the target gene is MPSPLGPPCLPVMDPETTLEEPETARLRFRGFCYQEVAGPREALARLRELCCQWLQPEAHSKEQMLEMLVLEQFLGTLPPEIQAWVRGQRPGSPEEAAALVEGLQHDPGQLLGWITAHVLKQEVLPAAQKTEEPLGSPHPSGTVESPGEGPQDTRIEGSVQLSCSVKEEPNVDGQEVAPSSPPLAAQSPEGNHGHQEPASTSFHPPRIQEEWGLLDRSQKELYWDAMLEKYGTVVSLGLPPHQPEAQAQSELGMLLTGTGVCRSLRSGNESEGPPGCPEAQPPQGPGPAAWEGLSGAATP.... Result: 1 (interaction). (5) The protein sequence of the target gene is MASLLQSERVLYLVQGEKKVRAPLSQLYFCRYCSELRSLECVSHEVDSHYCPSCLENMPSAEAKLKKNRCANCFDCPGCMHTLSTRATSISTQLPDDPAKTTMKKAYYLACGFCRWTSRDVGMADKSVASGGWQEPENPHTQRMNKLIEYYQQLAQKEKVERDRKKLARRRNYMPLAFSQHTIHVVDKYSLGTRLQRPRAGASISTLAGLSLREGEDQKEVKIEPAQAVAEVEPLPEDYYTRPVNLTEVTTLQQRLLQPDLQPVSASQLYPRHKHLLIKRSLRCRKCEHNLSKPEFNPTS.... Result: 0 (no interaction). The miRNA is hsa-miR-6826-5p with sequence UCAAUAGGAAAGAGGUGGGACCU. (6) The miRNA is mmu-miR-490-5p with sequence CCAUGGAUCUCCAGGUGGGU. The protein sequence of the target gene is MERASCLLLLLLPLVHVSATTPEPCELDDEDFRCVCNFSEPQPDWSEAFQCVSAVEVEIHAGGLNLEPFLKRVDADADPRQYADTVKALRVRRLTVGAAQVPAQLLVGALRVLAYSRLKELTLEDLKITGTMPPLPLEATGLALSSLRLRNVSWATGRSWLAELQQWLKPGLKVLSIAQAHSPAFSCEQVRAFPALTSLDLSDNPGLGERGLMAALCPHKFPAIQNLALRNTGMETPTGVCAALAAAGVQPHSLDLSHNSLRATVNPSAPRCMWSSALNSLNLSFAGLEQVPKGLPAKLR.... Result: 0 (no interaction). (7) The miRNA is hsa-miR-330-5p with sequence UCUCUGGGCCUGUGUCUUAGGC. The protein sequence of the target gene is MGRKKIQITRIMDERNRQVTFTKRKFGLMKKAYELSVLCDCEIALIIFNSTNKLFQYASTDMDKVLLKYTEYNEPHESRTNSDIVETLRKKGLNGCDSPDPDADDSVGHSPESEDKYRKINEDIDLMISRQRLCAVPPPNFEMPVSIPVSSHNSLVYSNPVSSLGNPNLLPLAHPSLQRNSMSPGVTHRPPSAGNTGGLMGGDLTSGAGTSAGNGYGNPRNSPGLLVSPGNLNKNMQAKSPPPMNLGMNNRKPDLRVLIPPGSKNTMPSVSEDVDLLLNQRINNSQSAQSLATPVVSVAT.... Result: 0 (no interaction). (8) The miRNA is hsa-miR-7975 with sequence AUCCUAGUCACGGCACCA. The protein sequence of the target gene is MAALGHLAGEAAAAPGPGTPCASRGARLPGPVSSARNPSTVCLCPEQPTCSNADSRAHPLGDEGGTASKKQKNKKKTRNRASVANGGEKASEKLAPEEVPLSAEAQAQQLAQELAWCVEQLELGLKRQKPTPKQKEQAIGAIRTLRSKRTPLPRKRQLMHSLFGDYRAQMEAEWREALRALRAAAYSAQVQPVDGATRKKSQRVCRPRSIWRAKATLDMPDEEFRFNFF. Result: 1 (interaction). (9) The miRNA is hsa-miR-4445-3p with sequence CACGGCAAAAGAAACAAUCCA. The protein sequence of the target gene is MLRFPTCFPSFRVVGEKQLPQEIIFLVWSPKRDLIALANTAGEVLLHRLASFHRVWSFPPNENTGKEVTCLAWRPDGKLLAFALADTKKIVLCDVEKPESLHSFSVEAPVSCMHWMEVTVESSVLTSFYNAEDESNLLLPKLPTLPKNYSNTSKIFSEENSDEIIKLLGDVRLNILVLGGSSGFIELYAYGMFKIARVTGIAGTCLALCLSSDLKSLSVVTEVSTNGASEVSYFQLETNLLYSFLPEVTRMARKFTHISALLQYINLSLTCMCEAWEEILMQMDSRLTKFVQEKNTTTSV.... Result: 0 (no interaction). (10) The miRNA is hsa-miR-615-3p with sequence UCCGAGCCUGGGUCUCCCUCUU. The protein sequence of the target gene is MNTLQGPVSFKDVAVDFTQEEWQQLDPDEKITYRDVMLENYSHLVSVGYDTTKPNVIIKLEQGEEPWIMGGEFPCQHSPEAWRVDDLIERIQENEDKHSRQAACINSKTLTEEKENTFSQIYMETSLVPSSIIAHNCVSCGKNLESISQLISSDGSYARTKPDECNECGKTYHGEKMCEFNQNGDTYSHNEENILQKISILEKPFEYNECMEALDNEAVFIAHKRAYIGEKPYEWNDSGPDFIQMSNFNAYQRSQMEMKPFECSECGKSFCKKSKFIIHQRAHTGEKPYECNVCGKSFSQ.... Result: 1 (interaction).